Dataset: Human liver microsome stability data. Task: Regression/Classification. Given a drug SMILES string, predict its absorption, distribution, metabolism, or excretion properties. Task type varies by dataset: regression for continuous measurements (e.g., permeability, clearance, half-life) or binary classification for categorical outcomes (e.g., BBB penetration, CYP inhibition). Dataset: hlm. The compound is CC(C)N1CCC[C@H]1C(=O)N1CCC(n2cnc3cnc4[nH]ccc4c32)CC1. The result is 0 (unstable in human liver microsomes).